From a dataset of Reaction yield outcomes from USPTO patents with 853,638 reactions. Predict the reaction yield, written as a fraction of the theoretical maximum amount of product (1.0 means a 100% yield; for example, 0.34 means a 34% yield). (1) The reactants are [N+:1]([C:4]1[CH:5]=[C:6]2[C:14](=[CH:15][CH:16]=1)[NH:13][C:12]1[C:11]3=[N:17][NH:18][CH:19]=[C:10]3[CH2:9][CH2:8][C:7]2=1)([O-])=O.C(Cl)Cl.[CH3:23][OH:24]. No catalyst specified. The product is [CH3:5][CH:6]([CH3:14])[CH2:7][C:23]([NH:1][C:4]1[CH:5]=[C:6]2[C:14](=[CH:15][CH:16]=1)[NH:13][C:12]1[C:11]3[NH:17][N:18]=[CH:19][C:10]=3[CH2:9][CH2:8][C:7]2=1)=[O:24]. The yield is 0.170. (2) The reactants are Cl[C:2]([O:4][CH2:5][C:6]1[CH:11]=[CH:10][CH:9]=[CH:8][CH:7]=1)=[O:3].[NH2:12][C@@H:13]1[C:19](=[O:20])[N:18]2[C@H:21]([C:25]([O:27][C:28]([CH3:31])([CH3:30])[CH3:29])=[O:26])[CH2:22][CH2:23][CH2:24][N:17]2[C:16](=[O:32])[CH2:15][CH2:14]1.C([O-])(O)=O.[Na+].O1CCOCC1. The catalyst is CCOC(C)=O.O. The product is [CH2:5]([O:4][C:2]([NH:12][C@@H:13]1[C:19](=[O:20])[N:18]2[C@H:21]([C:25]([O:27][C:28]([CH3:30])([CH3:29])[CH3:31])=[O:26])[CH2:22][CH2:23][CH2:24][N:17]2[C:16](=[O:32])[CH2:15][CH2:14]1)=[O:3])[C:6]1[CH:11]=[CH:10][CH:9]=[CH:8][CH:7]=1. The yield is 0.880. (3) The reactants are [CH3:1][NH:2][CH2:3][CH2:4][OH:5].[OH-].[Na+].Br[CH2:9][CH2:10][CH2:11][Cl:12]. The catalyst is CC(C)=O. The product is [Cl:12][CH2:11][CH2:10][CH2:9][N:2]([CH3:1])[CH2:3][CH2:4][OH:5]. The yield is 0.550. (4) The yield is 0.850. No catalyst specified. The reactants are [Br:1][C:2]1[C:8]([F:9])=[CH:7][C:5](N)=[C:4]([CH3:10])[CH:3]=1.[CH3:11][S:12]SC.N(OCCC(C)C)=O. The product is [Br:1][C:2]1[C:8]([F:9])=[CH:7][C:5]([S:12][CH3:11])=[C:4]([CH3:10])[CH:3]=1. (5) The reactants are I[CH2:2][CH:3]([CH2:14][CH2:15][CH2:16][CH2:17][CH2:18][CH2:19][CH2:20][CH3:21])[CH2:4][CH2:5][CH2:6][CH2:7][CH2:8][CH2:9][CH2:10][CH2:11][CH2:12][CH3:13].C1(=O)[NH:26]C(=O)C2=CC=CC=C12.[K].CCCCC.O.NN. The catalyst is CN(C=O)C.C(O)C. The product is [CH2:14]([CH:3]([CH2:4][CH2:5][CH2:6][CH2:7][CH2:8][CH2:9][CH2:10][CH2:11][CH2:12][CH3:13])[CH2:2][NH2:26])[CH2:15][CH2:16][CH2:17][CH2:18][CH2:19][CH2:20][CH3:21]. The yield is 0.720. (6) The reactants are [CH3:1][C:2]([CH3:15])([C:9]1[CH:14]=[CH:13][CH:12]=[CH:11][CH:10]=1)[C@@H:3]([C:5](OC)=[O:6])[NH2:4].[H-].[Al+3].[Li+].[H-].[H-].[H-]. The catalyst is C1COCC1. The product is [NH2:4][CH:3]([C:2]([CH3:15])([C:9]1[CH:14]=[CH:13][CH:12]=[CH:11][CH:10]=1)[CH3:1])[CH2:5][OH:6]. The yield is 0.640. (7) The reactants are [C:1]([O:5][C:6]([NH:8][C@@H:9]([CH2:13][CH:14]1[CH2:19][CH2:18][CH:17]([CH3:20])[CH2:16][CH2:15]1)[C:10](O)=[O:11])=[O:7])([CH3:4])([CH3:3])[CH3:2].C[CH2:22][N:23]=C=NCCCN(C)C.Cl.C1C=CC2N(O)N=NC=2C=1.CCN(C(C)C)C(C)C.CN.CCO. The catalyst is C(Cl)Cl. The product is [CH3:22][NH:23][C:10]([C@@H:9]([NH:8][C:6](=[O:7])[O:5][C:1]([CH3:4])([CH3:3])[CH3:2])[CH2:13][CH:14]1[CH2:19][CH2:18][CH:17]([CH3:20])[CH2:16][CH2:15]1)=[O:11]. The yield is 0.470.